From a dataset of Experimentally validated miRNA-target interactions with 360,000+ pairs, plus equal number of negative samples. Binary Classification. Given a miRNA mature sequence and a target amino acid sequence, predict their likelihood of interaction. (1) The miRNA is hsa-miR-592 with sequence UUGUGUCAAUAUGCGAUGAUGU. The protein sequence of the target gene is MALRPGREGGESSAALATAQARFSRGEFAEARELYSAFIGQCARHGSKCSPEDLATAYNNRGQTKYFSVDFYEAMDDYTSAIEILPSFEVPYYNRGLIRYRLGYFDEALEDFKKALDLNPGFQDAVLSLKQTILDKEEKQRRNAEKSY. Result: 0 (no interaction). (2) The miRNA is hsa-miR-4268 with sequence GGCUCCUCCUCUCAGGAUGUG. The protein sequence of the target gene is MVARNQVAADNAISPAAEPRRRSEPSSSSSSSSPAAPVRPRPCPAVPAPAPGDTHFRTFRSHSDYRRITRTSALLDACGFYWGPLSVHGAHERLRAEPVGTFLVRDSRQRNCFFALSVKMASGPTSIRVHFQAGRFHLDGSRETFDCLFELLEHYVAAPRRMLGAPLRQRRVRPLQELCRQRIVAAVGRENLARIPLNPVLRDYLSSFPFQI. Result: 0 (no interaction). (3) The miRNA is hsa-miR-4736 with sequence AGGCAGGUUAUCUGGGCUG. The protein sequence of the target gene is MDSRVSSPEKQDKENFVGVNNKRLGVCGWILFSLSFLLVIITFPISIWMCLKIIKEYERAVVFRLGRIQADKAKGPGLILVLPCIDVFVKVDLRTVTCNIPPQEILTRDSVTTQVDGVVYYRIYSAVSAVANVNDVHQATFLLAQTTLRNVLGTQTLSQILAGREEIAHSIQTLLDDATELWGIRVARVEIKDVRIPVQLQRSMAAEAEATREARAKVLAAEGEMNASKSLKSASMVLAESPIALQLRYLQTLSTVATEKNSTIVFPLPMNILEGIGGVSYDNHKKLPNKA. Result: 1 (interaction). (4) The miRNA is hsa-miR-5584-5p with sequence CAGGGAAAUGGGAAGAACUAGA. The protein sequence of the target gene is MTGNAGEWCLMESDPGVFTELIKGFGCRGAQVEEIWSLEPENFEKLKPVHGLIFLFKWQPGEEPAGSVVQDSRLDTIFFAKQVINNACATQAIVSVLLNCTHQDVHLGETLSEFKEFSQSFDAAMKGLALSNSDVIRQVHNSFARQQMFEFDTKTSAKEEDAFHFVSYVPVNGRLYELDGLREGPIDLGACNQDDWISAVRPVIEKRIQKYSEGEIRFNLMAIVSDRKMIYEQKIAELQRQLAEEEPMDTDQGNSMLSAIQSEVAKNQMLIEEEVQKLKRYKIENIRRKHNYLPFIMELL.... Result: 1 (interaction). (5) The miRNA is bta-miR-150 with sequence UCUCCCAACCCUUGUACCAGUGU. The protein sequence of the target gene is MFRIGRRQLWKHSVTRVLTQRLKGEKEAKRALLDARHNYLFAIVASCLDLNKTEVEDAILEGNQIERIDQLFAVGGLRHLMFYYQDVEEAETGQLGSLGGVNLVSGKIKKPKVFVTEGNDVALTGVCVFFIRTDPSKAITPDNIHQEVSFNMLDAADGGLLNSVRRLLSDIFIPALRATSHGWGELEGLQDAANIRQEFLSSLEGFVNVLSGAQESLKEKVNLRKCDILELKTLKEPTDYLTLANNPETLGKIEDCMKVWIKQTEQVLAENNQLLKEADDVGPRAELEHWKKRLSKFNYL.... Result: 0 (no interaction). (6) The miRNA is mmu-miR-153-3p with sequence UUGCAUAGUCACAAAAGUGAUC. The protein sequence of the target gene is MQVRVRLSLLLLCAVLLGSAAATSDDKTNQDDSLDSKSSLPTDESVKDHTTTGKVVAGQIFVDSEEAEVESLLQDEEDSSKTQEEEISFLESPNPSSKTYEELKRVRKPVLTAIEGTAHGEPCHFPFLFLDKEYDECTSDGREDGRLWCATTYDYKTDEKWGFCETEEDAAKRRQMQEAEMIYQAGMKILNGSNRKSQKREAYRYLQKAAGMNHTKALERVSYALLFGDYLTQNIQAAKEMFEKLTEEGSPKGQTGLGFLYASGLGVNSSQAKALVYYTFGALGGNLIAHMILGYRYWAG.... Result: 1 (interaction). (7) The miRNA is hsa-miR-6880-5p with sequence UGGUGGAGGAAGAGGGCAGCUC. The protein sequence of the target gene is MKALGAVLLALLLCGRPGRGQTQQEEEEEDEDHGPDDYDEEDEDEVEEEETNRLPGGRSRVLLRCYTCKSLPRDERCNLTQNCSHGQTCTTLIAHGNTESGLLTTHSTWCTDSCQPITKTVEGTQVTMTCCQSSLCNVPPWQSSRVQDPTGKGAGGPRGSSETVGAALLLNLLAGLGAMGARRP. Result: 1 (interaction). (8) The miRNA is hsa-miR-126-5p with sequence CAUUAUUACUUUUGGUACGCG. The protein sequence of the target gene is MGPRALSPLASLRLRWLLACGLLGPVLEAGRPDLEQTVHLSSYEIITPWRLTRERREALGPSSQQISYVIQAQGKQHIIHLERNTDLLPNDFVVYTYDKEGSLLSDHPNVQSHCHYRGYVEGVQNSAVAVSACFGLRGLLHLENASFGIEPLHNSSHFEHIFYPMDGIHQEPLRCGVSNRDTEKEGTQGDEEEHPSVTQLLRRRRAVLPQTRYVELFIVVDKERYDMMGRNQTAVREEMIRLANYLDSMYIMLNIRIVLVGLEIWTDRNPINIIGGAGDVLGNFVQWREKFLITRWRHDS.... Result: 0 (no interaction).